From a dataset of Full USPTO retrosynthesis dataset with 1.9M reactions from patents (1976-2016). Predict the reactants needed to synthesize the given product. Given the product [ClH:35].[O:1]=[C:2]1[CH2:7][O:6][C:5]2[CH:8]=[CH:9][C:10]([CH2:12][NH:13][CH:14]3[CH2:15][CH2:16][N:17]([CH2:20][CH2:21][N:22]4[C:31]5[C:26](=[N:27][CH:28]=[C:29]([O:32][CH3:33])[CH:30]=5)[CH:25]=[CH:24][C:23]4=[O:34])[CH2:18][CH2:19]3)=[N:11][C:4]=2[NH:3]1, predict the reactants needed to synthesize it. The reactants are: [O:1]=[C:2]1[CH2:7][O:6][C:5]2[CH:8]=[CH:9][C:10]([CH2:12][NH:13][CH:14]3[CH2:19][CH2:18][N:17]([CH2:20][CH2:21][N:22]4[C:31]5[C:26](=[N:27][CH:28]=[C:29]([O:32][CH3:33])[CH:30]=5)[CH:25]=[CH:24][C:23]4=[O:34])[CH2:16][CH2:15]3)=[N:11][C:4]=2[NH:3]1.[ClH:35].C(OCC)(=O)C.